From a dataset of Human liver microsome stability data. Regression/Classification. Given a drug SMILES string, predict its absorption, distribution, metabolism, or excretion properties. Task type varies by dataset: regression for continuous measurements (e.g., permeability, clearance, half-life) or binary classification for categorical outcomes (e.g., BBB penetration, CYP inhibition). Dataset: hlm. (1) The drug is CCc1nn(CCO)c(CC)c1Oc1cc(Cl)cc(C#N)c1. The result is 0 (unstable in human liver microsomes). (2) The molecule is CCOC(=O)c1ccc(C(=O)Nc2ccc(C)c(Nc3nccc(-c4cccnc4)n3)c2)cc1. The result is 1 (stable in human liver microsomes).